From a dataset of Peptide-MHC class II binding affinity with 134,281 pairs from IEDB. Regression. Given a peptide amino acid sequence and an MHC pseudo amino acid sequence, predict their binding affinity value. This is MHC class II binding data. (1) The peptide sequence is INEPTAAALAYGLDR. The MHC is HLA-DQA10102-DQB10602 with pseudo-sequence HLA-DQA10102-DQB10602. The binding affinity (normalized) is 0.800. (2) The peptide sequence is EEFCTLASRFLVEED. The MHC is HLA-DQA10201-DQB10202 with pseudo-sequence HLA-DQA10201-DQB10202. The binding affinity (normalized) is 0. (3) The peptide sequence is EHAFYLDWAVHSFRI. The MHC is DRB1_0405 with pseudo-sequence DRB1_0405. The binding affinity (normalized) is 0.554. (4) The binding affinity (normalized) is 0.244. The peptide sequence is GELQIVDKIDAAQKI. The MHC is DRB3_0202 with pseudo-sequence DRB3_0202. (5) The peptide sequence is ADAGYAPATPAAAGA. The MHC is DRB4_0101 with pseudo-sequence DRB4_0103. The binding affinity (normalized) is 0.0920. (6) The peptide sequence is GKEELQEIPTMLKKG. The MHC is DRB3_0301 with pseudo-sequence DRB3_0301. The binding affinity (normalized) is 0.304. (7) The peptide sequence is SKLTYENVKMEDVGY. The MHC is HLA-DQA10201-DQB10202 with pseudo-sequence HLA-DQA10201-DQB10202. The binding affinity (normalized) is 0.0974.